This data is from Full USPTO retrosynthesis dataset with 1.9M reactions from patents (1976-2016). The task is: Predict the reactants needed to synthesize the given product. (1) Given the product [C:19]([CH2:18][N:17]1[C:15]2[N:16]=[C:11]([C:8]3[CH:9]=[CH:10][C:5]([Cl:4])=[C:6]([F:32])[CH:7]=3)[N:12]=[C:13]([C:28]([O:30][CH3:31])=[O:29])[C:14]=2[CH:24]=[C:25]1[CH3:26])([OH:20])=[O:1], predict the reactants needed to synthesize it. The reactants are: [O:1]=[O+][O-].[Cl:4][C:5]1[CH:10]=[CH:9][C:8]([C:11]2[N:16]=[C:15]([NH:17][CH2:18][C:19]3[O:20]C=CC=3)[C:14]([CH2:24][C:25](C)=[CH2:26])=[C:13]([C:28]([O:30][CH3:31])=[O:29])[N:12]=2)=[CH:7][C:6]=1[F:32]. (2) The reactants are: [F:1][C:2]([F:14])([S:11]([O-:13])=[O:12])[CH2:3][O:4][C:5](=[O:10])[C:6]([CH3:9])([CH3:8])[CH3:7].[Na+:15].[OH2:16]. Given the product [F:14][C:2]([F:1])([S:11]([O-:16])(=[O:13])=[O:12])[CH2:3][O:4][C:5](=[O:10])[C:6]([CH3:8])([CH3:9])[CH3:7].[Na+:15], predict the reactants needed to synthesize it. (3) Given the product [F:16][C:15]([F:18])([F:17])[S:12]([O:10][C:9]1[CH:8]=[CH:7][C:6]([F:11])=[C:3]([C:4]#[N:5])[C:2]=1[F:1])(=[O:14])=[O:13], predict the reactants needed to synthesize it. The reactants are: [F:1][C:2]1[C:9]([OH:10])=[CH:8][CH:7]=[C:6]([F:11])[C:3]=1[C:4]#[N:5].[S:12](O[S:12]([C:15]([F:18])([F:17])[F:16])(=[O:14])=[O:13])([C:15]([F:18])([F:17])[F:16])(=[O:14])=[O:13]. (4) The reactants are: [NH2:1][C:2]1[CH:10]=[CH:9][C:5]([C:6]([OH:8])=O)=[CH:4][N:3]=1.[CH2:11]([O:18][C:19]1[CH:26]=[CH:25][C:22]([CH2:23][NH2:24])=[CH:21][CH:20]=1)[C:12]1[CH:17]=[CH:16][CH:15]=[CH:14][CH:13]=1.F[P-](F)(F)(F)(F)F.N1([P+](N(C)C)(N(C)C)N(C)C)C2C=CC=CC=2N=N1.C(N(CC)CC)C. Given the product [NH2:1][C:2]1[CH:10]=[CH:9][C:5]([C:6]([NH:24][CH2:23][C:22]2[CH:25]=[CH:26][C:19]([O:18][CH2:11][C:12]3[CH:17]=[CH:16][CH:15]=[CH:14][CH:13]=3)=[CH:20][CH:21]=2)=[O:8])=[CH:4][N:3]=1, predict the reactants needed to synthesize it. (5) The reactants are: F[C:2]1[CH:3]=[C:4]([CH3:12])[CH:5]=[C:6]([F:11])[C:7]=1[N+:8]([O-:10])=[O:9].C(N(C(C)C)CC)(C)C.Cl.Cl.[CH2:24]([O:27][C@H:28]1[CH2:33][CH2:32][C@H:31]([N:34]2[CH2:39][CH2:38][CH:37]([NH2:40])[CH2:36][CH2:35]2)[CH2:30][CH2:29]1)[CH2:25][CH3:26]. Given the product [F:11][C:6]1[C:7]([N+:8]([O-:10])=[O:9])=[C:2]([NH:40][CH:37]2[CH2:36][CH2:35][N:34]([C@H:31]3[CH2:32][CH2:33][C@H:28]([O:27][CH2:24][CH2:25][CH3:26])[CH2:29][CH2:30]3)[CH2:39][CH2:38]2)[CH:3]=[C:4]([CH3:12])[CH:5]=1, predict the reactants needed to synthesize it.